This data is from Forward reaction prediction with 1.9M reactions from USPTO patents (1976-2016). The task is: Predict the product of the given reaction. (1) Given the reactants [NH2:1][CH2:2][C@@H:3]1[CH2:8][CH2:7][CH2:6][N:5]([C:9]([O:11][C:12]([CH3:15])([CH3:14])[CH3:13])=[O:10])[CH2:4]1.C(N(CC)CC)C.Cl[C:24]([O:26][CH2:27][CH2:28][O:29][CH3:30])=[O:25], predict the reaction product. The product is: [CH3:30][O:29][CH2:28][CH2:27][O:26][C:24](=[O:25])[NH:1][CH2:2][C@@H:3]1[CH2:8][CH2:7][CH2:6][N:5]([C:9]([O:11][C:12]([CH3:15])([CH3:14])[CH3:13])=[O:10])[CH2:4]1. (2) Given the reactants C[O:2][C:3](=[O:37])[C@@H:4]([NH:15][C:16]([C@@H:18]1[CH2:22][C@H:21]([SH:23])[CH2:20][N:19]1[S:24]([C:27]1[CH:36]=[CH:35][C:34]2[C:29](=[CH:30][CH:31]=[CH:32][CH:33]=2)[CH:28]=1)(=[O:26])=[O:25])=[O:17])[CH2:5][C:6]1[C:14]2[C:9](=[CH:10][CH:11]=[CH:12][CH:13]=2)[NH:8][CH:7]=1.[Li+].[OH-].C(S)[C@@H](O)[C@H](O)CS, predict the reaction product. The product is: [NH:8]1[C:9]2[C:14](=[CH:13][CH:12]=[CH:11][CH:10]=2)[C:6]([CH2:5][C@H:4]([NH:15][C:16]([C@@H:18]2[CH2:22][C@H:21]([SH:23])[CH2:20][N:19]2[S:24]([C:27]2[CH:36]=[CH:35][C:34]3[C:29](=[CH:30][CH:31]=[CH:32][CH:33]=3)[CH:28]=2)(=[O:26])=[O:25])=[O:17])[C:3]([OH:37])=[O:2])=[CH:7]1. (3) Given the reactants [Br:1][C:2]1[CH:3]=[C:4]([CH:18]=[CH:19][CH:20]=1)[CH2:5][CH:6]1[C:13]2[CH:12]=[C:11]([C:14]([O:16]C)=[O:15])[NH:10][C:9]=2[CH2:8][CH2:7]1.[OH-].[Li+].CO, predict the reaction product. The product is: [Br:1][C:2]1[CH:3]=[C:4]([CH:18]=[CH:19][CH:20]=1)[CH2:5][CH:6]1[C:13]2[CH:12]=[C:11]([C:14]([OH:16])=[O:15])[NH:10][C:9]=2[CH2:8][CH2:7]1. (4) Given the reactants I[C:2]1[N:3]=[C:4]([S:12][CH3:13])[N:5]2[CH:10]=[CH:9][N:8]=[C:7]([NH2:11])[C:6]=12.C([N:21]1[C:29]2[C:24](=[CH:25][CH:26]=[CH:27][CH:28]=2)[CH:23]=[C:22]1B(O)O)(OC(C)(C)C)=O.C(=O)([O-])[O-].[K+].[K+].ClCCl, predict the reaction product. The product is: [NH:21]1[C:29]2[C:24](=[CH:25][CH:26]=[CH:27][CH:28]=2)[CH:23]=[C:22]1[C:2]1[N:3]=[C:4]([S:12][CH3:13])[N:5]2[CH:10]=[CH:9][N:8]=[C:7]([NH2:11])[C:6]=12. (5) Given the reactants C1(C)C=CC=CC=1.[NH2:8][C:9]1[CH:10]=[C:11]([CH:20]=[CH:21][C:22]=1[CH3:23])[C:12]([C:14]1[CH:19]=[CH:18][CH:17]=[CH:16][CH:15]=1)=[O:13].[F:24][C:25]1[CH:30]=[CH:29][C:28](I)=[CH:27][CH:26]=1.CC(C)([O-])C.[Na+], predict the reaction product. The product is: [F:24][C:25]1[CH:30]=[CH:29][C:28]([NH:8][C:9]2[CH:10]=[C:11]([CH:20]=[CH:21][C:22]=2[CH3:23])[C:12]([C:14]2[CH:19]=[CH:18][CH:17]=[CH:16][CH:15]=2)=[O:13])=[CH:27][CH:26]=1. (6) Given the reactants F[C:2]1[CH:7]=[CH:6][CH:5]=[CH:4][C:3]=1[N+:8]([O-:10])=[O:9].[CH3:11][O:12][C:13]1[CH:18]=[CH:17][C:16]([NH2:19])=[CH:15][CH:14]=1.C([O-])([O-])=O.[K+].[K+], predict the reaction product. The product is: [CH3:11][O:12][C:13]1[CH:18]=[CH:17][C:16]([NH:19][C:2]2[CH:7]=[CH:6][CH:5]=[CH:4][C:3]=2[N+:8]([O-:10])=[O:9])=[CH:15][CH:14]=1. (7) Given the reactants ClC(OCC)=O.[N:7]1[CH:12]=[CH:11][CH:10]=[C:9]([C@@H:13]2[CH2:15][C@H:14]2[C:16]([OH:18])=O)[CH:8]=1.C(N(CC)CC)C.[N-:26]=[N+:27]=[N-:28].[Na+], predict the reaction product. The product is: [N:7]1[CH:12]=[CH:11][CH:10]=[C:9]([C@@H:13]2[CH2:15][C@H:14]2[C:16]([N:26]=[N+:27]=[N-:28])=[O:18])[CH:8]=1. (8) Given the reactants [F:1][C:2]1[CH:7]=[C:6]([S:8]([CH3:11])(=[O:10])=[O:9])[CH:5]=[CH:4][C:3]=1[OH:12].[C:13]([C:15]1[N:19]([CH:20]2[CH2:25][CH2:24][N:23]([C:26]([O:28][CH:29]([CH3:31])[CH3:30])=[O:27])[CH2:22][CH2:21]2)[N:18]=[CH:17][C:16]=1[CH:32](O)[CH3:33])#[N:14], predict the reaction product. The product is: [C:13]([C:15]1[N:19]([CH:20]2[CH2:21][CH2:22][N:23]([C:26]([O:28][CH:29]([CH3:30])[CH3:31])=[O:27])[CH2:24][CH2:25]2)[N:18]=[CH:17][C:16]=1[CH:32]([O:12][C:3]1[CH:4]=[CH:5][C:6]([S:8]([CH3:11])(=[O:9])=[O:10])=[CH:7][C:2]=1[F:1])[CH3:33])#[N:14]. (9) Given the reactants [NH:1]1[CH2:6][CH2:5][O:4][CH2:3][CH2:2]1.C(=O)([O-])[O-].[Na+].[Na+].Cl[C:14]1[N:19]=[C:18]([O:20][C:21]2[CH:48]=[CH:47][CH:46]=[CH:45][C:22]=2[CH2:23][NH:24][C:25]([NH:27][C:28]2[N:32]([C:33]3[CH:38]=[CH:37][CH:36]=[C:35]([S:39][CH3:40])[CH:34]=3)[N:31]=[C:30]([C:41]([CH3:44])([CH3:43])[CH3:42])[CH:29]=2)=[O:26])[CH:17]=[CH:16][N:15]=1, predict the reaction product. The product is: [O:4]1[CH2:5][CH2:6][N:1]([C:14]2[N:19]=[C:18]([O:20][C:21]3[CH:48]=[CH:47][CH:46]=[CH:45][C:22]=3[CH2:23][NH:24][C:25]([NH:27][C:28]3[N:32]([C:33]4[CH:38]=[CH:37][CH:36]=[C:35]([S:39][CH3:40])[CH:34]=4)[N:31]=[C:30]([C:41]([CH3:42])([CH3:43])[CH3:44])[CH:29]=3)=[O:26])[CH:17]=[CH:16][N:15]=2)[CH2:2][CH2:3]1.